Dataset: Forward reaction prediction with 1.9M reactions from USPTO patents (1976-2016). Task: Predict the product of the given reaction. Given the reactants [NH2:1][C:2]1[C:3]([CH3:21])=[C:4]([CH:17]=[C:18]([CH3:20])[CH:19]=1)[CH2:5][C:6]1[N:7]=[CH:8][N:9]([S:11]([N:14]([CH3:16])[CH3:15])(=[O:13])=[O:12])[CH:10]=1.[CH2:22]([S:24](Cl)(=[O:26])=[O:25])[CH3:23], predict the reaction product. The product is: [CH2:22]([S:24]([NH:1][C:2]1[C:3]([CH3:21])=[C:4]([CH:17]=[C:18]([CH3:20])[CH:19]=1)[CH2:5][C:6]1[N:7]=[CH:8][N:9]([S:11]([N:14]([CH3:15])[CH3:16])(=[O:12])=[O:13])[CH:10]=1)(=[O:26])=[O:25])[CH3:23].